Dataset: Peptide-MHC class I binding affinity with 185,985 pairs from IEDB/IMGT. Task: Regression. Given a peptide amino acid sequence and an MHC pseudo amino acid sequence, predict their binding affinity value. This is MHC class I binding data. (1) The peptide sequence is FMSRKLHRY. The MHC is HLA-B15:17 with pseudo-sequence HLA-B15:17. The binding affinity (normalized) is 0.0847. (2) The peptide sequence is IPRQWHPFA. The binding affinity (normalized) is 0.143. The MHC is HLA-A24:03 with pseudo-sequence HLA-A24:03. (3) The peptide sequence is TNIRQAGVQY. The MHC is HLA-B53:01 with pseudo-sequence HLA-B53:01. The binding affinity (normalized) is 0. (4) The peptide sequence is LAYIFYLL. The MHC is H-2-Db with pseudo-sequence H-2-Db. The binding affinity (normalized) is 0. (5) The peptide sequence is MLKRRGFHL. The MHC is BoLA-T2b with pseudo-sequence BoLA-T2b. The binding affinity (normalized) is 0.360.